This data is from Full USPTO retrosynthesis dataset with 1.9M reactions from patents (1976-2016). The task is: Predict the reactants needed to synthesize the given product. (1) Given the product [C:8]([O:11][CH:12]1[CH:17]([N:18]([CH3:19])[CH3:20])[CH2:16][CH:15]([CH3:21])[O:14][CH:13]1[O:7][CH:1]1[CH2:6][CH2:5][CH2:4][CH2:3][CH2:2]1)(=[O:10])[CH3:9], predict the reactants needed to synthesize it. The reactants are: [CH:1]1([OH:7])[CH2:6][CH2:5][CH2:4][CH2:3][CH2:2]1.[C:8]([O:11][CH:12]1[CH:17]([N:18]([CH3:20])[CH3:19])[CH2:16][CH:15]([CH3:21])[O:14][CH:13]1F)(=[O:10])[CH3:9].B(F)(F)F.CCOCC. (2) Given the product [CH3:9][O:10][CH2:11][CH2:12][N:13]1[CH:1]([C:2]2[CH:7]=[CH:6][CH:5]=[CH:4][CH:3]=2)[CH:15]([C:14]([NH:31][C:30]2[CH:32]=[CH:33][CH:34]=[C:28]([O:27][CH3:26])[CH:29]=2)=[O:25])[C:16]2[C:17](=[CH:21][CH:22]=[CH:23][CH:24]=2)[C:18]1=[O:20], predict the reactants needed to synthesize it. The reactants are: [CH:1](=O)[C:2]1[CH:7]=[CH:6][CH:5]=[CH:4][CH:3]=1.[CH3:9][O:10][CH2:11][CH2:12][NH2:13].[C:14]1(=[O:25])[O:20][C:18](=O)[C:17]2=[CH:21][CH:22]=[CH:23][CH:24]=[C:16]2[CH2:15]1.[CH3:26][O:27][C:28]1[CH:29]=[C:30]([CH:32]=[CH:33][CH:34]=1)[NH2:31]. (3) Given the product [CH3:1][O:2][C:3]([C:5]1[S:9][C:8]2[CH:10]=[C:11]([C:14](=[O:16])[NH:30][CH2:23][C:24]3[CH:29]=[CH:28][CH:27]=[CH:26][CH:25]=3)[CH:12]=[CH:13][C:7]=2[C:6]=1[O:17][CH2:18][C:19]([O:21][CH3:22])=[O:20])=[O:4], predict the reactants needed to synthesize it. The reactants are: [CH3:1][O:2][C:3]([C:5]1[S:9][C:8]2[CH:10]=[C:11]([C:14]([OH:16])=O)[CH:12]=[CH:13][C:7]=2[C:6]=1[O:17][CH2:18][C:19]([O:21][CH3:22])=[O:20])=[O:4].[CH2:23]([NH2:30])[C:24]1[CH:29]=[CH:28][CH:27]=[CH:26][CH:25]=1.Cl.CN(C)CCCN=C=NCC. (4) Given the product [Cl:25][C:21]1[CH:20]=[C:19]([C@H:5]([O:4][CH2:3][CH2:2][NH:1][C:27]2[S:28][CH:29]=[CH:30][N:31]=2)[C@@H:6]2[CH2:11][CH2:10][CH2:9][N:8]([C:12]([O:14][C:15]([CH3:18])([CH3:16])[CH3:17])=[O:13])[CH2:7]2)[CH:24]=[CH:23][CH:22]=1, predict the reactants needed to synthesize it. The reactants are: [NH2:1][CH2:2][CH2:3][O:4][C@@H:5]([C:19]1[CH:24]=[CH:23][CH:22]=[C:21]([Cl:25])[CH:20]=1)[C@@H:6]1[CH2:11][CH2:10][CH2:9][N:8]([C:12]([O:14][C:15]([CH3:18])([CH3:17])[CH3:16])=[O:13])[CH2:7]1.Br[C:27]1[S:28][CH:29]=[CH:30][N:31]=1. (5) The reactants are: C1C2NC=C([O:10][C@@H:11]3[O:16][C@H:15]([CH2:17][OH:18])[C@H:14]([OH:19])[C@H:13]([OH:20])[C@H:12]3[OH:21])C=2C(Cl)=C(Br)C=1. Given the product [OH:10][C@@H:11]1[O:16][C@H:15]([CH2:17][OH:18])[C@H:14]([OH:19])[C@H:13]([OH:20])[C@H:12]1[OH:21], predict the reactants needed to synthesize it.